This data is from Peptide-MHC class I binding affinity with 185,985 pairs from IEDB/IMGT. The task is: Regression. Given a peptide amino acid sequence and an MHC pseudo amino acid sequence, predict their binding affinity value. This is MHC class I binding data. (1) The peptide sequence is ESGRIKKEEF. The MHC is Mamu-A02 with pseudo-sequence Mamu-A02. The binding affinity (normalized) is 0.0935. (2) The peptide sequence is MIIGHIGHHY. The MHC is HLA-A11:01 with pseudo-sequence HLA-A11:01. The binding affinity (normalized) is 0.572. (3) The peptide sequence is YQRALHTSI. The MHC is HLA-A02:03 with pseudo-sequence HLA-A02:03. The binding affinity (normalized) is 0.898. (4) The peptide sequence is SATVYGDKI. The MHC is Mamu-B17 with pseudo-sequence Mamu-B17. The binding affinity (normalized) is 0.408. (5) The peptide sequence is KRYIYKVL. The MHC is Mamu-B08 with pseudo-sequence Mamu-B08. The binding affinity (normalized) is 0.560. (6) The peptide sequence is FLIGANYLGK. The MHC is HLA-A68:01 with pseudo-sequence HLA-A68:01. The binding affinity (normalized) is 0.636. (7) The peptide sequence is RLRPNGKKKY. The MHC is Mamu-B17 with pseudo-sequence Mamu-B17. The binding affinity (normalized) is 0.250. (8) The peptide sequence is GPELDVAVL. The MHC is HLA-B35:03 with pseudo-sequence HLA-B35:03. The binding affinity (normalized) is 0.117.